This data is from Full USPTO retrosynthesis dataset with 1.9M reactions from patents (1976-2016). The task is: Predict the reactants needed to synthesize the given product. Given the product [C:21]([O:20][C:18](=[O:19])[C:17]1[CH:16]=[CH:15][C:14]([NH:13][C:10]([C:7]2[CH:8]=[C:9]3[C:4]([CH:3]=[CH:2][NH:1]3)=[CH:5][CH:6]=2)=[O:12])=[CH:26][CH:25]=1)([CH3:24])([CH3:22])[CH3:23], predict the reactants needed to synthesize it. The reactants are: [NH:1]1[C:9]2[C:4](=[CH:5][CH:6]=[C:7]([C:10]([OH:12])=O)[CH:8]=2)[CH:3]=[CH:2]1.[NH2:13][C:14]1[CH:26]=[CH:25][C:17]([C:18]([O:20][C:21]([CH3:24])([CH3:23])[CH3:22])=[O:19])=[CH:16][CH:15]=1.CN1CCOCC1.F[P-](F)(F)(F)(F)F.N1(OC(N(C)C)=[N+](C)C)C2N=CC=CC=2N=N1.